This data is from NCI-60 drug combinations with 297,098 pairs across 59 cell lines. The task is: Regression. Given two drug SMILES strings and cell line genomic features, predict the synergy score measuring deviation from expected non-interaction effect. (1) Drug 1: CC1=C(C=C(C=C1)NC2=NC=CC(=N2)N(C)C3=CC4=NN(C(=C4C=C3)C)C)S(=O)(=O)N.Cl. Drug 2: C1CN1P(=S)(N2CC2)N3CC3. Cell line: SK-OV-3. Synergy scores: CSS=0.100, Synergy_ZIP=-1.21, Synergy_Bliss=-3.22, Synergy_Loewe=-8.25, Synergy_HSA=-5.15. (2) Drug 1: C1=NC2=C(N1)C(=S)N=C(N2)N. Drug 2: C1C(C(OC1N2C=NC(=NC2=O)N)CO)O. Cell line: PC-3. Synergy scores: CSS=18.4, Synergy_ZIP=-11.5, Synergy_Bliss=-3.02, Synergy_Loewe=-1.20, Synergy_HSA=-0.670.